From a dataset of Peptide-MHC class II binding affinity with 134,281 pairs from IEDB. Regression. Given a peptide amino acid sequence and an MHC pseudo amino acid sequence, predict their binding affinity value. This is MHC class II binding data. (1) The peptide sequence is CDASILIDPLSNQSA. The MHC is HLA-DPA10201-DPB10501 with pseudo-sequence HLA-DPA10201-DPB10501. The binding affinity (normalized) is 0.0455. (2) The peptide sequence is TKVIMGAVLIWVGIN. The MHC is DRB5_0101 with pseudo-sequence DRB5_0101. The binding affinity (normalized) is 0.468. (3) The peptide sequence is ERFAVNPGLLETSEGCR. The MHC is DRB1_1201 with pseudo-sequence DRB1_1201. The binding affinity (normalized) is 0.183. (4) The peptide sequence is ILDGLQTDELCPCNRAIGGATL. The MHC is DRB1_0701 with pseudo-sequence DRB1_0701. The binding affinity (normalized) is 0.372. (5) The peptide sequence is APPPQLPRPPATPPP. The binding affinity (normalized) is 0.136. The MHC is DRB1_0401 with pseudo-sequence DRB1_0401. (6) The peptide sequence is HCNEMSWIQSIPFVH. The MHC is DRB5_0101 with pseudo-sequence DRB5_0101. The binding affinity (normalized) is 0.379. (7) The peptide sequence is GGSILQTNFKSLSSTEF. The MHC is DRB1_1501 with pseudo-sequence DRB1_1501. The binding affinity (normalized) is 0.692.